Dataset: Forward reaction prediction with 1.9M reactions from USPTO patents (1976-2016). Task: Predict the product of the given reaction. Given the reactants [C:1]([CH2:3][C:4]1[CH:5]=[C:6]([NH:10][C:11]([C:13]2[CH:18]=[CH:17][CH:16]=[C:15](Br)[N:14]=2)=[O:12])[CH:7]=[CH:8][CH:9]=1)#[N:2].[F:20][C:21]1[CH:26]=[CH:25][C:24](B(O)O)=[CH:23][CH:22]=1, predict the reaction product. The product is: [C:1]([CH2:3][C:4]1[CH:5]=[C:6]([NH:10][C:11]([C:13]2[CH:18]=[CH:17][CH:16]=[C:15]([C:24]3[CH:25]=[CH:26][C:21]([F:20])=[CH:22][CH:23]=3)[N:14]=2)=[O:12])[CH:7]=[CH:8][CH:9]=1)#[N:2].